This data is from hERG potassium channel inhibition data for cardiac toxicity prediction from Karim et al.. The task is: Regression/Classification. Given a drug SMILES string, predict its toxicity properties. Task type varies by dataset: regression for continuous values (e.g., LD50, hERG inhibition percentage) or binary classification for toxic/non-toxic outcomes (e.g., AMES mutagenicity, cardiotoxicity, hepatotoxicity). Dataset: herg_karim. The result is 1 (blocker). The compound is O=C1O[C@]2(CC[C@H](c3nc4ccc(OC(F)(F)F)cc4[nH]3)CC2)CN1c1ccccn1.